From a dataset of Blood-brain barrier permeability classification from the B3DB database. Regression/Classification. Given a drug SMILES string, predict its absorption, distribution, metabolism, or excretion properties. Task type varies by dataset: regression for continuous measurements (e.g., permeability, clearance, half-life) or binary classification for categorical outcomes (e.g., BBB penetration, CYP inhibition). Dataset: b3db_classification. (1) The compound is C[C@@H]1C[C@H]2C3CC(F)(F)C4=CC(=O)C=C[C@]4(C)[C@@]3(F)[C@@H](O)C[C@]2(C)[C@@]1(O)C(=O)CO. The result is 1 (penetrates BBB). (2) The compound is CCCCc1ncc(/C=C(\Cc2cccs2)C(=O)O)n1Cc1ccc(C(=O)O)cc1. The result is 0 (does not penetrate BBB). (3) The molecule is CC/C=C/C/C=C/C/C=C/C/C=C/C/C=C/CCCC(=O)OCC. The result is 0 (does not penetrate BBB). (4) The drug is CCS(=O)(=O)c1ccc(F)cc1. The result is 1 (penetrates BBB). (5) The compound is CC[C@H](C(=O)N[C@@H](C)c1ccc(C)c(C)c1)N(c1cc(C)ccc1C)S(C)(=O)=O. The result is 0 (does not penetrate BBB). (6) The molecule is C=CC(N)CCC(=O)O. The result is 1 (penetrates BBB). (7) The compound is COC(=O)C[C@@H](c1ccc(OC)c(CO)c1)c1c(O)cc(C)n(CCc2ccc(O)cc2)c1=O. The result is 1 (penetrates BBB).